This data is from Reaction yield outcomes from USPTO patents with 853,638 reactions. The task is: Predict the reaction yield, written as a fraction of the theoretical maximum amount of product (1.0 means a 100% yield; for example, 0.34 means a 34% yield). (1) The reactants are FC(F)(F)C(O)=O.[CH3:8][C:9]1[CH:18]=[C:17]2[C:12]([N:13]=[CH:14][C:15]([NH2:19])=[N:16]2)=[CH:11][CH:10]=1.C(N(CC)CC)C.[C:27](N1C=CC=CC1=O)(N1C=CC=CC1=O)=[S:28]. The catalyst is C(Cl)Cl. The product is [N:19]([C:15]1[CH:14]=[N:13][C:12]2[C:17](=[CH:18][C:9]([CH3:8])=[CH:10][CH:11]=2)[N:16]=1)=[C:27]=[S:28]. The yield is 0.460. (2) The reactants are [CH3:1][C:2]1[CH:7]=[C:6]([CH3:8])[N:5]=[C:4]([NH:9][C:10]2[CH:15]=[CH:14][C:13]([CH2:16][CH2:17]C(O)=O)=[CH:12][CH:11]=2)[C:3]=1[N+:21]([O-:23])=[O:22].C1(P(N=[N+]=[N-])(C2C=CC=CC=2)=[O:31])C=CC=CC=1.C([N:43]([CH2:46]C)CC)C.[C:48]1([OH:54])[CH:53]=[CH:52][CH:51]=[CH:50][CH:49]=1. The catalyst is O1CCOCC1. The product is [CH3:1][C:2]1[CH:7]=[C:6]([CH3:8])[N:5]=[C:4]([NH:9][C:10]2[CH:11]=[CH:12][C:13]([CH2:16][CH2:17][NH:43][C:46](=[O:31])[O:54][C:48]3[CH:53]=[CH:52][CH:51]=[CH:50][CH:49]=3)=[CH:14][CH:15]=2)[C:3]=1[N+:21]([O-:23])=[O:22]. The yield is 0.770. (3) The reactants are Cl[C:2]1[NH:3][C:4]([C:13]2[CH:18]=[CH:17][CH:16]=[CH:15][CH:14]=2)=[C:5]([F:12])[C:6]=1[C:7]([O:9][CH2:10][CH3:11])=[O:8]. The catalyst is C(O)C.[C].[Pd]. The product is [F:12][C:5]1[C:6]([C:7]([O:9][CH2:10][CH3:11])=[O:8])=[CH:2][NH:3][C:4]=1[C:13]1[CH:18]=[CH:17][CH:16]=[CH:15][CH:14]=1. The yield is 0.380. (4) The reactants are I[C:2]1[N:7]=[CH:6][C:5]([CH2:8][N:9]2[CH:14]=[C:13]([C:15]3[CH:20]=[CH:19][C:18]([O:21][CH3:22])=[CH:17][CH:16]=3)[CH:12]=[CH:11][C:10]2=[O:23])=[CH:4][CH:3]=1.C(N(C(C)C)C(C)C)C.[CH3:33][Si:34]([C:37]#[CH:38])([CH3:36])[CH3:35]. The yield is 0.930. The product is [CH3:22][O:21][C:18]1[CH:19]=[CH:20][C:15]([C:13]2[CH:12]=[CH:11][C:10](=[O:23])[N:9]([CH2:8][C:5]3[CH:6]=[N:7][C:2]([C:38]#[C:37][Si:34]([CH3:36])([CH3:35])[CH3:33])=[CH:3][CH:4]=3)[CH:14]=2)=[CH:16][CH:17]=1. The catalyst is Cl[Pd](Cl)([P](C1C=CC=CC=1)(C1C=CC=CC=1)C1C=CC=CC=1)[P](C1C=CC=CC=1)(C1C=CC=CC=1)C1C=CC=CC=1.[Cu]I.CN(C=O)C. (5) The reactants are C(=O)([O-])[O-].[K+].[K+].F[C:8]1[CH:9]=[CH:10][C:11]([N+:18]([O-:20])=[O:19])=[C:12]([CH:17]=1)[C:13]([NH:15][CH3:16])=[O:14].[CH3:21][N:22]1[CH2:27][CH2:26][NH:25][CH2:24][CH2:23]1. The catalyst is CN(C)C=O. The product is [CH3:16][NH:15][C:13](=[O:14])[C:12]1[CH:17]=[C:8]([N:25]2[CH2:26][CH2:27][N:22]([CH3:21])[CH2:23][CH2:24]2)[CH:9]=[CH:10][C:11]=1[N+:18]([O-:20])=[O:19]. The yield is 0.820. (6) The reactants are [CH2:1]([O:8][C:9]1[C:14]([CH:15]=CC)=[CH:13][CH:12]=[CH:11][C:10]=1[C:18]1[C:23]([Cl:24])=[CH:22][CH:21]=[CH:20][C:19]=1[Cl:25])[C:2]1[CH:7]=[CH:6][CH:5]=[CH:4][CH:3]=1.I([O-])(=O)(=O)=[O:27].[Na+]. The catalyst is CO.O.[Os](=O)(=O)(=O)=O. The product is [CH2:1]([O:8][C:9]1[C:14]([CH:15]=[O:27])=[CH:13][CH:12]=[CH:11][C:10]=1[C:18]1[C:23]([Cl:24])=[CH:22][CH:21]=[CH:20][C:19]=1[Cl:25])[C:2]1[CH:7]=[CH:6][CH:5]=[CH:4][CH:3]=1. The yield is 0.770.